Dataset: Peptide-MHC class II binding affinity with 134,281 pairs from IEDB. Task: Regression. Given a peptide amino acid sequence and an MHC pseudo amino acid sequence, predict their binding affinity value. This is MHC class II binding data. (1) The peptide sequence is AVSTAAVAAAPQTTP. The MHC is DRB1_0701 with pseudo-sequence DRB1_0701. The binding affinity (normalized) is 0.155. (2) The peptide sequence is VWTNTPTKWDNSFLE. The MHC is DRB1_0301 with pseudo-sequence DRB1_0301. The binding affinity (normalized) is 0.215.